This data is from Forward reaction prediction with 1.9M reactions from USPTO patents (1976-2016). The task is: Predict the product of the given reaction. (1) Given the reactants C(OC([N:8]1[CH2:13][CH2:12][CH:11]([CH2:14][CH2:15][N:16]2[C:24]([O:25][CH3:26])=[N:23][C:22]3[C:17]2=[N:18][C:19]([O:28][CH2:29][CH2:30][O:31][CH3:32])=[N:20][C:21]=3[NH2:27])[CH2:10][CH2:9]1)=O)(C)(C)C.FC(F)(F)C(O)=O.C(=O)([O-])[O-].[K+].[K+].Cl[CH2:47][C:48]([NH:50][C:51]1[CH:56]=[CH:55][CH:54]=[C:53]([CH2:57][C:58]([O:60][CH3:61])=[O:59])[CH:52]=1)=[O:49], predict the reaction product. The product is: [CH3:26][O:25][C:24]1[N:16]([CH2:15][CH2:14][CH:11]2[CH2:10][CH2:9][N:8]([CH2:47][C:48]([NH:50][C:51]3[CH:56]=[CH:55][CH:54]=[C:53]([CH2:57][C:58]([O:60][CH3:61])=[O:59])[CH:52]=3)=[O:49])[CH2:13][CH2:12]2)[C:17]2[C:22]([N:23]=1)=[C:21]([NH2:27])[N:20]=[C:19]([O:28][CH2:29][CH2:30][O:31][CH3:32])[N:18]=2. (2) The product is: [CH3:14][O:15][C:16]1[CH:17]=[C:18]([CH:19]([NH:13][C:10]2[CH:11]=[CH:12][C:7]([C:4]3[N:3]=[C:2]([CH3:1])[O:6][N:5]=3)=[CH:8][CH:9]=2)[C:42]#[N:43])[CH:21]=[C:22]([CH2:26][O:27][Si:28]([CH:35]([CH3:37])[CH3:36])([CH:32]([CH3:34])[CH3:33])[CH:29]([CH3:30])[CH3:31])[C:23]=1[O:24][CH3:25]. Given the reactants [CH3:1][C:2]1[O:6][N:5]=[C:4]([C:7]2[CH:12]=[CH:11][C:10]([NH2:13])=[CH:9][CH:8]=2)[N:3]=1.[CH3:14][O:15][C:16]1[CH:17]=[C:18]([CH:21]=[C:22]([CH2:26][O:27][Si:28]([CH:35]([CH3:37])[CH3:36])([CH:32]([CH3:34])[CH3:33])[CH:29]([CH3:31])[CH3:30])[C:23]=1[O:24][CH3:25])[CH:19]=O.C[Si]([C:42]#[N:43])(C)C.C(S([O-])(=O)=O)(F)(F)F.C(S([O-])(=O)=O)(F)(F)F.C(S([O-])(=O)=O)(F)(F)F.[Yb+3], predict the reaction product. (3) Given the reactants [CH3:1][C:2]1[CH:7]=[CH:6][C:5]([OH:8])=[CH:4][CH:3]=1.[Br:9][C:10]1[CH:15]=[CH:14][C:13](Br)=[CH:12][CH:11]=1.C(=O)([O-])[O-].[K+].[K+].CN(C)CC(O)=O, predict the reaction product. The product is: [Br:9][C:10]1[CH:15]=[CH:14][C:13]([O:8][C:5]2[CH:6]=[CH:7][C:2]([CH3:1])=[CH:3][CH:4]=2)=[CH:12][CH:11]=1. (4) The product is: [CH3:1][O:2][C:3]([C:5]1[O:6][C:7]([CH3:12])=[C:8]([CH2:10][O:11][C:17]2[CH:18]=[CH:19][C:14]([I:13])=[CH:15][CH:16]=2)[CH:9]=1)=[O:4]. Given the reactants [CH3:1][O:2][C:3]([C:5]1[O:6][C:7]([CH3:12])=[C:8]([CH2:10][OH:11])[CH:9]=1)=[O:4].[I:13][C:14]1[CH:19]=[CH:18][C:17](O)=[CH:16][CH:15]=1.C1(P(C2C=CC=CC=2)C2C=CC=CC=2)C=CC=CC=1.CC(OC(/N=N/C(OC(C)C)=O)=O)C, predict the reaction product. (5) Given the reactants Br[CH2:2][C:3]1[C:4]([F:15])=[CH:5][CH:6]=[C:7]2[C:12]=1[N:11]=[C:10]([O:13][CH3:14])[CH:9]=[CH:8]2.C(=O)([O-])[O-].[K+].[K+].B1(C=C)OB([CH:28]=[CH2:29])OB(C=C)O1.C1C=CN=CC=1, predict the reaction product. The product is: [F:15][C:4]1[C:3]([CH2:2][CH:28]=[CH2:29])=[C:12]2[C:7]([CH:8]=[CH:9][C:10]([O:13][CH3:14])=[N:11]2)=[CH:6][CH:5]=1.